This data is from Catalyst prediction with 721,799 reactions and 888 catalyst types from USPTO. The task is: Predict which catalyst facilitates the given reaction. (1) Reactant: [N+:1]([C:4]1[CH:5]=[C:6]([CH:10]=[CH:11][CH:12]=1)[C:7](Cl)=[O:8])([O-:3])=[O:2].[CH3:13][NH2:14]. Product: [CH3:13][NH:14][C:7](=[O:8])[C:6]1[CH:10]=[CH:11][CH:12]=[C:4]([N+:1]([O-:3])=[O:2])[CH:5]=1. The catalyst class is: 54. (2) Reactant: Br[C:2]1[CH:3]=[C:4]([C:16]2[CH:21]=[CH:20][CH:19]=[CH:18][CH:17]=2)[C:5]2[O:10]C[N:8]([C:11]([CH3:14])([CH3:13])[CH3:12])[CH2:7][C:6]=2[CH:15]=1.[N:22]1[CH:27]=[CH:26][C:25](B(O)O)=[CH:24][CH:23]=1.C(=O)([O-])[O-].[K+].[K+]. Product: [C:11]([NH:8][CH2:7][C:6]1[CH:15]=[C:2]([C:25]2[CH:26]=[CH:27][N:22]=[CH:23][CH:24]=2)[CH:3]=[C:4]([C:16]2[CH:17]=[CH:18][CH:19]=[CH:20][CH:21]=2)[C:5]=1[OH:10])([CH3:14])([CH3:12])[CH3:13]. The catalyst class is: 252. (3) Reactant: Cl.[NH2:2][OH:3].C([O-])([O-])=O.[K+].[K+].[N+:10]([C:13]1[CH:20]=[CH:19][C:16]([C:17]#[N:18])=[CH:15][CH:14]=1)([O-:12])=[O:11]. Product: [OH:3][NH:2][C:17](=[NH:18])[C:16]1[CH:15]=[CH:14][C:13]([N+:10]([O-:12])=[O:11])=[CH:20][CH:19]=1. The catalyst class is: 14. (4) Reactant: [F:1][C:2]1[CH:7]=[C:6]([CH3:8])[CH:5]=[CH:4][C:3]=1[C@:9]1([CH3:18])[CH2:13][C@@H:12]([C:14]([F:17])([F:16])[F:15])[O:11][NH:10]1. Product: [NH2:10][C@@:9]([C:3]1[CH:4]=[CH:5][C:6]([CH3:8])=[CH:7][C:2]=1[F:1])([CH3:18])[CH2:13][C@H:12]([OH:11])[C:14]([F:15])([F:16])[F:17]. The catalyst class is: 29. (5) Reactant: [OH:1][C:2]1[CH:3]=[C:4]([CH:9]=[C:10]([CH3:12])[CH:11]=1)[C:5]([O:7][CH3:8])=[O:6].[H-].[Na+].I[CH3:16]. Product: [CH3:16][O:1][C:2]1[CH:3]=[C:4]([CH:9]=[C:10]([CH3:12])[CH:11]=1)[C:5]([O:7][CH3:8])=[O:6]. The catalyst class is: 9.